The task is: Predict the reaction yield, written as a fraction of the theoretical maximum amount of product (1.0 means a 100% yield; for example, 0.34 means a 34% yield).. This data is from Reaction yield outcomes from USPTO patents with 853,638 reactions. (1) The reactants are [CH3:1][O:2][C:3]1[C:4]([C:19]([F:22])([F:21])[F:20])=[CH:5][C:6]([N+:16]([O-])=O)=[C:7]([O:9][CH2:10][C:11](OCC)=[O:12])[CH:8]=1.O.O.[Sn](Cl)(Cl)(Cl)Cl.CC#N.O.FC(F)(F)C(O)=O. The catalyst is C(O)C. The product is [CH3:1][O:2][C:3]1[C:4]([C:19]([F:22])([F:21])[F:20])=[CH:5][C:6]2[NH:16][C:11](=[O:12])[CH2:10][O:9][C:7]=2[CH:8]=1. The yield is 0.730. (2) The reactants are [CH3:1][O:2][C:3]1[CH:4]=[C:5]2[C:10](=[CH:11][C:12]=1[O:13][CH3:14])[N:9]=[CH:8][CH:7]=[C:6]2[S:15][C:16]1[S:17][C:18]([N+:21]([O-])=O)=[CH:19][N:20]=1.[Cl-].[NH4+].C(O)C.O. The catalyst is [Fe].CO.C(OCC)(=O)C. The product is [CH3:1][O:2][C:3]1[CH:4]=[C:5]2[C:10](=[CH:11][C:12]=1[O:13][CH3:14])[N:9]=[CH:8][CH:7]=[C:6]2[S:15][C:16]1[S:17][C:18]([NH2:21])=[CH:19][N:20]=1. The yield is 0.300. (3) The reactants are [F:1][C:2]1[CH:7]=[CH:6][C:5]([NH:8][C:9]([C:11]2([C:14]([NH:16][C:17]3[CH:22]=[CH:21][C:20]([OH:23])=[C:19]([F:24])[CH:18]=3)=[O:15])[CH2:13][CH2:12]2)=[O:10])=[CH:4][CH:3]=1.[CH2:25]([O:32][C:33]1[CH:42]=[C:41]2[C:36]([C:37](OS(C(F)(F)F)(=O)=O)=[CH:38][CH:39]=[N:40]2)=[CH:35][C:34]=1[O:51][CH3:52])[C:26]1[CH:31]=[CH:30][CH:29]=[CH:28][CH:27]=1.N1C(C)=CC=CC=1C. No catalyst specified. The product is [F:1][C:2]1[CH:3]=[CH:4][C:5]([NH:8][C:9]([C:11]2([C:14]([NH:16][C:17]3[CH:22]=[CH:21][C:20]([O:23][C:37]4[C:36]5[C:41](=[CH:42][C:33]([O:32][CH2:25][C:26]6[CH:31]=[CH:30][CH:29]=[CH:28][CH:27]=6)=[C:34]([O:51][CH3:52])[CH:35]=5)[N:40]=[CH:39][CH:38]=4)=[C:19]([F:24])[CH:18]=3)=[O:15])[CH2:13][CH2:12]2)=[O:10])=[CH:6][CH:7]=1. The yield is 0.480. (4) The reactants are [CH:1]([C:4]1[NH:5][CH:6]=[CH:7][N:8]=1)([CH3:3])[CH3:2].[H-].[Na+].[CH3:11][N:12]([CH3:17])[S:13](Cl)(=[O:15])=[O:14].[NH4+].[Cl-]. The catalyst is CN(C=O)C. The product is [CH:1]([C:4]1[N:5]([S:13]([N:12]([CH3:17])[CH3:11])(=[O:15])=[O:14])[CH:6]=[CH:7][N:8]=1)([CH3:3])[CH3:2]. The yield is 0.680. (5) The reactants are [F:1][C:2]([F:22])([C:10]1[CH:11]=[C:12]2[C:17](=[CH:18][CH:19]=1)[N:16]=[CH:15][C:14]([O:20][CH3:21])=[CH:13]2)[C:3]([O:5]C(C)(C)C)=[O:4].FC(F)(F)C(O)=O.C([SiH](CC)CC)C. The catalyst is C(Cl)Cl. The product is [F:22][C:2]([F:1])([C:10]1[CH:11]=[C:12]2[C:17](=[CH:18][CH:19]=1)[N:16]=[CH:15][C:14]([O:20][CH3:21])=[CH:13]2)[C:3]([OH:5])=[O:4]. The yield is 0.990. (6) The reactants are [Cl:1][C:2]1[CH:7]=[CH:6][CH:5]=[CH:4][C:3]=1[C:8]1[N:9]=[C:10]2[N:14]([CH:15]=1)[CH:13]=[CH:12][O:11]2.[C:16](OC(=O)C)(=[O:18])[CH3:17]. The catalyst is S(=O)(=O)(O)O.O. The product is [Cl:1][C:2]1[CH:7]=[CH:6][CH:5]=[CH:4][C:3]=1[C:8]1[N:9]=[C:10]2[N:14]([C:15]=1[C:16](=[O:18])[CH3:17])[CH:13]=[CH:12][O:11]2. The yield is 0.830. (7) The reactants are Cl.Cl.[C:3]([C:7]1[CH:12]=[CH:11][CH:10]=[CH:9][C:8]=1[N:13]1[CH2:18][CH2:17][NH:16][CH2:15][CH2:14]1)([CH3:6])([CH3:5])[CH3:4].N([CH:22]([CH3:28])[C:23]([O:25][CH2:26][CH3:27])=[O:24])=C=O.C([N:31]([CH2:34]C)CC)C.[O:36]1CCCC1. The catalyst is O. The product is [C:3]([C:7]1[CH:12]=[CH:11][CH:10]=[CH:9][C:8]=1[N:13]1[CH2:18][CH2:17][N:16]([C:34]([NH:31][CH2:28][CH2:22][C:23]([O:25][CH2:26][CH3:27])=[O:24])=[O:36])[CH2:15][CH2:14]1)([CH3:6])([CH3:4])[CH3:5]. The yield is 0.950.